This data is from Catalyst prediction with 721,799 reactions and 888 catalyst types from USPTO. The task is: Predict which catalyst facilitates the given reaction. (1) Reactant: C([Li])CCC.Br[C:7]1[CH:19]=[CH:18][C:10]([C:11]([NH:13][C:14]([CH3:17])([CH3:16])[CH3:15])=[O:12])=[CH:9][CH:8]=1.[CH:20]1[N:21]=[CH:22][N:23]2[CH2:28][CH2:27][CH2:26][C:25](=[O:29])[C:24]=12. Product: [C:14]([NH:13][C:11](=[O:12])[C:10]1[CH:18]=[CH:19][C:7]([C:25]2([OH:29])[CH2:26][CH2:27][CH2:28][N:23]3[CH:22]=[N:21][CH:20]=[C:24]23)=[CH:8][CH:9]=1)([CH3:17])([CH3:16])[CH3:15]. The catalyst class is: 7. (2) Reactant: C([O:3][CH2:4][C:5]([O:7][CH2:8][CH2:9][C:10]([O:13][C:14](=[O:19])[CH2:15][O:16]C=O)([CH3:12])[CH3:11])=[O:6])=O. Product: [OH:3][CH2:4][C:5]([O:7][CH2:8][CH2:9][C:10]([O:13][C:14](=[O:19])[CH2:15][OH:16])([CH3:12])[CH3:11])=[O:6]. The catalyst class is: 389.